From a dataset of Reaction yield outcomes from USPTO patents with 853,638 reactions. Predict the reaction yield, written as a fraction of the theoretical maximum amount of product (1.0 means a 100% yield; for example, 0.34 means a 34% yield). (1) The reactants are [OH-].[Na+].[OH:3][C:4]1[CH:9]=[CH:8][CH:7]=[CH:6][C:5]=1[C:10]1[O:14][N:13]=[C:12]([CH2:15][CH2:16][CH2:17][CH2:18][C:19]([O:21]C)=[O:20])[N:11]=1.Cl. The catalyst is O.CO. The product is [OH:3][C:4]1[CH:9]=[CH:8][CH:7]=[CH:6][C:5]=1[C:10]1[O:14][N:13]=[C:12]([CH2:15][CH2:16][CH2:17][CH2:18][C:19]([OH:21])=[O:20])[N:11]=1. The yield is 0.890. (2) The reactants are Br[C:2]1[CH:3]=[C:4]2[N:9]([CH:10]=1)[N:8]=[CH:7][N:6]=[C:5]2[OH:11].Br[C:13]1[CH:14]=[C:15]([C:18](OC)=O)[NH:16][CH:17]=1.N1C=CC=C(B(O)O)C=1. The catalyst is CN(C=O)C.C([O-])([O-])=O.[K+].[K+].C1C=CC([P]([Pd]([P](C2C=CC=CC=2)(C2C=CC=CC=2)C2C=CC=CC=2)([P](C2C=CC=CC=2)(C2C=CC=CC=2)C2C=CC=CC=2)[P](C2C=CC=CC=2)(C2C=CC=CC=2)C2C=CC=CC=2)(C2C=CC=CC=2)C2C=CC=CC=2)=CC=1. The product is [N:16]1[CH:17]=[CH:13][CH:14]=[C:18]([C:2]2[CH:3]=[C:4]3[N:9]([CH:10]=2)[N:8]=[CH:7][N:6]=[C:5]3[OH:11])[CH:15]=1. The yield is 0.650. (3) The product is [CH2:1]([NH:8][C:9]1[CH:14]=[C:13]([CH3:15])[N:12]=[C:11]([N:19]2[C:18]([CH3:17])=[CH:22][C:21]([CH3:23])=[N:20]2)[N:10]=1)[C:2]1[CH:7]=[CH:6][CH:5]=[CH:4][CH:3]=1. The yield is 0.310. The reactants are [CH2:1]([NH:8][C:9]1[CH:14]=[C:13]([CH3:15])[N:12]=[C:11](Cl)[N:10]=1)[C:2]1[CH:7]=[CH:6][CH:5]=[CH:4][CH:3]=1.[CH3:17][C:18]1[CH:22]=[C:21]([CH3:23])[NH:20][N:19]=1. The catalyst is C(#N)C. (4) The reactants are [Cl:1][C:2]1[CH:3]=[C:4]([N:9]=[CH:10][C:11]2[CH:16]=[CH:15][N:14]=[C:13]([CH2:17][CH3:18])[C:12]=2[OH:19])[CH:5]=[CH:6][C:7]=1[F:8].[Si]([C:24]#[N:25])(C)(C)C. The catalyst is C(Cl)Cl. The product is [Cl:1][C:2]1[CH:3]=[C:4]([NH:9][C:10]2[C:11]3[C:12](=[C:13]([CH2:17][CH3:18])[N:14]=[CH:15][CH:16]=3)[O:19][C:24]=2[NH2:25])[CH:5]=[CH:6][C:7]=1[F:8]. The yield is 0.240. (5) The reactants are [F:1][C:2]([F:20])([F:19])[C:3]([CH:9]1[O:13][N:12]=[C:11]([C:14]([O:16]CC)=[O:15])[CH2:10]1)([OH:8])[C:4]([F:7])([F:6])[F:5].[OH-].[Na+]. The catalyst is C(O)C. The product is [F:7][C:4]([F:5])([F:6])[C:3]([CH:9]1[O:13][N:12]=[C:11]([C:14]([OH:16])=[O:15])[CH2:10]1)([OH:8])[C:2]([F:20])([F:19])[F:1]. The yield is 0.980. (6) The reactants are Br[C:2]1[CH:7]=[C:6]([F:8])[CH:5]=[CH:4][C:3]=1[O:9][CH3:10].[Li][C:12]([CH3:15])(C)[CH3:13].CCCCC.C1C[O:24]CC1. No catalyst specified. The product is [F:8][C:6]1[CH:5]=[CH:4][C:3]([O:9][CH3:10])=[C:2]([CH2:13][C@H:12]([OH:24])[CH3:15])[CH:7]=1. The yield is 0.300. (7) The reactants are Br[C:2]1[CH:8]=[CH:7][C:5]([NH2:6])=[C:4]([N+:9]([O-])=O)[CH:3]=1.[C:12]([O:16][C:17]([N:19]1[C:27]2[C:22](=[CH:23][CH:24]=[CH:25][CH:26]=2)[CH:21]=[C:20]1B(O)O)=[O:18])([CH3:15])([CH3:14])[CH3:13].C(=O)(O)[O-].[Na+].CN(C=O)C. The catalyst is CO.[Pd].C1C=CC(P(C2C=CC=CC=2)C2C=CC=CC=2)=CC=1.C1C=CC(P(C2C=CC=CC=2)C2C=CC=CC=2)=CC=1.Cl[Pd]Cl.O. The product is [C:12]([O:16][C:17]([N:19]1[C:27]2[C:22](=[CH:23][CH:24]=[CH:25][CH:26]=2)[CH:21]=[C:20]1[C:2]1[CH:8]=[CH:7][C:5]([NH2:6])=[C:4]([NH2:9])[CH:3]=1)=[O:18])([CH3:15])([CH3:13])[CH3:14]. The yield is 0.990. (8) The reactants are [Cl:1][C:2]1[CH:7]=[CH:6][C:5]([SH:8])=[CH:4][CH:3]=1.C([O-])([O-])=O.[K+].[K+].CN(C=O)C.Br[CH2:21][C:22](=[O:25])[CH2:23][CH3:24]. The catalyst is C(OCC)(=O)C. The product is [Cl:1][C:2]1[CH:7]=[CH:6][C:5]([S:8][CH2:21][C:22](=[O:25])[CH2:23][CH3:24])=[CH:4][CH:3]=1. The yield is 0.480. (9) The reactants are [OH:1][B:2]1[C:6]2[CH:7]=[C:8]([OH:12])[CH:9]=[C:10]([CH3:11])[C:5]=2[CH:4]([CH2:13][C:14]([O:16][CH2:17][CH3:18])=[O:15])[O:3]1.Cl[C:20]1[CH:21]=[C:22]([CH:25]=[CH:26][N:27]=1)[C:23]#[N:24].C(=O)([O-])[O-].[Cs+].[Cs+]. The catalyst is CN(C=O)C. The product is [C:23]([C:22]1[CH:25]=[CH:26][N:27]=[C:20]([O:12][C:8]2[CH:9]=[C:10]([CH3:11])[C:5]3[CH:4]([CH2:13][C:14]([O:16][CH2:17][CH3:18])=[O:15])[O:3][B:2]([OH:1])[C:6]=3[CH:7]=2)[CH:21]=1)#[N:24]. The yield is 0.560.